This data is from Peptide-MHC class I binding affinity with 185,985 pairs from IEDB/IMGT. The task is: Regression. Given a peptide amino acid sequence and an MHC pseudo amino acid sequence, predict their binding affinity value. This is MHC class I binding data. (1) The peptide sequence is YQKVGMQKY. The MHC is HLA-B27:05 with pseudo-sequence HLA-B27:05. The binding affinity (normalized) is 0.241. (2) The peptide sequence is RLSFKELLVY. The MHC is HLA-A01:01 with pseudo-sequence HLA-A01:01. The binding affinity (normalized) is 0.494. (3) The peptide sequence is FTNDSIISH. The MHC is HLA-A30:01 with pseudo-sequence HLA-A30:01. The binding affinity (normalized) is 0.00871. (4) The binding affinity (normalized) is 0. The MHC is Mamu-A02 with pseudo-sequence Mamu-A02. The peptide sequence is IIPKIKAYL. (5) The peptide sequence is VSFQQPLQQY. The MHC is HLA-A29:02 with pseudo-sequence HLA-A29:02. The binding affinity (normalized) is 0.265.